This data is from Forward reaction prediction with 1.9M reactions from USPTO patents (1976-2016). The task is: Predict the product of the given reaction. (1) The product is: [CH3:25][N:26]1[CH2:31][CH2:30][N:29]([CH2:20][C:19]2[CH:18]=[C:17]([C:15]3[CH:14]=[CH:13][N:12]=[C:11]([NH:10][CH2:9][CH2:8][C:5]4[CH:6]=[CH:7][C:2]([OH:1])=[CH:3][CH:4]=4)[N:16]=3)[CH:24]=[CH:23][CH:22]=2)[CH2:28][CH2:27]1. Given the reactants [OH:1][C:2]1[CH:7]=[CH:6][C:5]([CH2:8][CH2:9][NH:10][C:11]2[N:16]=[C:15]([C:17]3[CH:18]=[C:19]([CH:22]=[CH:23][CH:24]=3)[CH:20]=O)[CH:14]=[CH:13][N:12]=2)=[CH:4][CH:3]=1.[CH3:25][N:26]1[CH2:31][CH2:30][NH:29][CH2:28][CH2:27]1, predict the reaction product. (2) Given the reactants N#N.[C:3]([SiH2:7][O:8][C:9]([CH3:16])([CH3:15])[C:10]1[O:11][CH:12]=[CH:13][N:14]=1)([CH3:6])([CH3:5])[CH3:4].C([Li])(C)(C)C.CN(C)[C:24](=[O:26])[CH3:25].[NH4+].[Cl-], predict the reaction product. The product is: [C:3]([SiH2:7][O:8][C:9]([CH3:16])([CH3:15])[C:10]1[O:11][C:12]([C:24](=[O:26])[CH3:25])=[CH:13][N:14]=1)([CH3:6])([CH3:4])[CH3:5]. (3) Given the reactants [F:1][C:2]1[CH:3]=[CH:4][C:5]2[NH:14][C:13](=O)[CH2:12][N:11]3[C:7](=[N:8][CH:9]=[N:10]3)[C:6]=2[CH:16]=1.CN(C)C1C=CC(C)=CC=1.P(Cl)(Cl)([Cl:29])=O.C(=O)([O-])O.[Na+], predict the reaction product. The product is: [Cl:29][C:13]1[CH2:12][N:11]2[C:7](=[N:8][CH:9]=[N:10]2)[C:6]2[CH:16]=[C:2]([F:1])[CH:3]=[CH:4][C:5]=2[N:14]=1. (4) The product is: [OH:2][C:3]1[CH:4]=[CH:5][C:6]([C:9]2[CH:13]=[CH:12][S:11][C:10]=2[C:14]2[CH:15]=[C:16]([OH:20])[CH:17]=[CH:18][CH:19]=2)=[CH:7][CH:8]=1. Given the reactants C[O:2][C:3]1[CH:8]=[CH:7][C:6]([C:9]2[CH:13]=[CH:12][S:11][C:10]=2[C:14]2[CH:19]=[CH:18][CH:17]=[C:16]([O:20]C)[CH:15]=2)=[CH:5][CH:4]=1, predict the reaction product. (5) Given the reactants [Br:1][C:2]1[CH:7]=[CH:6][C:5]([S:8][C:9]2[CH:17]=[CH:16][CH:15]=[CH:14][C:10]=2[C:11]([OH:13])=[O:12])=[C:4]([N+:18]([O-])=O)[CH:3]=1, predict the reaction product. The product is: [NH2:18][C:4]1[CH:3]=[C:2]([Br:1])[CH:7]=[CH:6][C:5]=1[S:8][C:9]1[CH:17]=[CH:16][CH:15]=[CH:14][C:10]=1[C:11]([OH:13])=[O:12].